This data is from Reaction yield outcomes from USPTO patents with 853,638 reactions. The task is: Predict the reaction yield, written as a fraction of the theoretical maximum amount of product (1.0 means a 100% yield; for example, 0.34 means a 34% yield). (1) No catalyst specified. The reactants are O.[NH2:2][NH2:3].[C:4]([N:11]1[CH2:16][CH2:15][CH:14]([C:17](OC)=O)[CH2:13][C:12]1=C)([O:6][C:7]([CH3:10])([CH3:9])[CH3:8])=[O:5].[CH2:22]([OH:26])CCC. The product is [C:7]([O:6][C:4]([N:11]1[CH2:12][CH2:13][C:14]2([NH:3][NH:2][C:22](=[O:26])[CH2:17]2)[CH2:15][CH2:16]1)=[O:5])([CH3:8])([CH3:9])[CH3:10]. The yield is 0.630. (2) The reactants are [NH2:1][CH2:2][C@@H:3]([N:5]1[C:9]2=[N:10][C:11]([C:14]([O:16]CC)=[O:15])=[CH:12][CH:13]=[C:8]2[CH:7]=[C:6]1[C:19]([O:21]CC)=O)[CH3:4].C(=O)([O-])[O-].[K+].[K+]. The catalyst is C(O)C. The product is [CH3:4][C@H:3]1[N:5]2[C:9]3[N:10]=[C:11]([C:14]([OH:16])=[O:15])[CH:12]=[CH:13][C:8]=3[CH:7]=[C:6]2[C:19](=[O:21])[NH:1][CH2:2]1. The yield is 0.840. (3) The reactants are Br[C:2]1[CH:11]=[CH:10][C:9]([Cl:12])=[CH:8][C:3]=1[C:4]([O:6][CH3:7])=[O:5].[B-](F)(F)(F)[CH:14]=[CH2:15].[K+].C(=O)([O-])[O-].[Na+].[Na+]. The catalyst is O1CCOCC1.O.C1C=CC(P(C2C=CC=CC=2)[C-]2C=CC=C2)=CC=1.C1C=CC(P(C2C=CC=CC=2)[C-]2C=CC=C2)=CC=1.Cl[Pd]Cl.[Fe+2]. The product is [Cl:12][C:9]1[CH:10]=[CH:11][C:2]([CH:14]=[CH2:15])=[C:3]([CH:8]=1)[C:4]([O:6][CH3:7])=[O:5]. The yield is 0.764. (4) The reactants are [Cl:1][C:2]1[CH:11]=[C:10](F)[CH:9]=[CH:8][C:3]=1[C:4]([O:6][CH3:7])=[O:5].C(=O)([O-])[O-].[Cs+].[Cs+].[CH2:19]([SH:26])[C:20]1[CH:25]=[CH:24][CH:23]=[CH:22][CH:21]=1.C(OCC)(=O)C. The catalyst is CS(C)=O. The product is [CH2:19]([S:26][C:10]1[CH:9]=[CH:8][C:3]([C:4]([O:6][CH3:7])=[O:5])=[C:2]([Cl:1])[CH:11]=1)[C:20]1[CH:25]=[CH:24][CH:23]=[CH:22][CH:21]=1. The yield is 0.950. (5) The reactants are [O:1]1[C:5]2([CH2:10][CH2:9][NH:8][CH2:7][CH2:6]2)[O:4][CH2:3][CH2:2]1.C(=O)([O-])[O-].[K+].[K+].CC(N(C)C)=O.[Br:23][C:24]1[C:25]([CH3:38])=[C:26]([CH3:37])[C:27]2[O:31][C:30]([CH2:33]I)([CH3:32])[CH2:29][C:28]=2[C:35]=1[CH3:36]. The catalyst is C(OCC)(=O)C.O. The product is [Br:23][C:24]1[C:25]([CH3:38])=[C:26]([CH3:37])[C:27]2[O:31][C:30]([CH2:32][N:8]3[CH2:9][CH2:10][C:5]4([O:4][CH2:3][CH2:2][O:1]4)[CH2:6][CH2:7]3)([CH3:33])[CH2:29][C:28]=2[C:35]=1[CH3:36]. The yield is 0.750. (6) The reactants are C1C=CC2N(O)N=NC=2C=1.O.C(N(CC)C(C)C)(C)C.[CH3:21][C@H:22]([NH:26][C:27]([O:29][C:30]([CH3:33])([CH3:32])[CH3:31])=[O:28])[C:23]([OH:25])=O.Cl.CN(C)CCCN=C=NCC.[NH2:46][CH:47]1[N:53]=[C:52]([C:54]2[CH:59]=[CH:58][CH:57]=[CH:56][CH:55]=2)[C:51]2[CH:60]=[CH:61][CH:62]=[CH:63][C:50]=2[N:49]([CH2:64][CH2:65][CH2:66][C:67]([F:70])([F:69])[F:68])[C:48]1=[O:71]. The catalyst is C1COCC1.C(Cl)Cl. The product is [C:30]([O:29][C:27]([NH:26][C@H:22]([C:23]([NH:46][CH:47]1[N:53]=[C:52]([C:54]2[CH:55]=[CH:56][CH:57]=[CH:58][CH:59]=2)[C:51]2[CH:60]=[CH:61][CH:62]=[CH:63][C:50]=2[N:49]([CH2:64][CH2:65][CH2:66][C:67]([F:69])([F:68])[F:70])[C:48]1=[O:71])=[O:25])[CH3:21])=[O:28])([CH3:33])([CH3:32])[CH3:31]. The yield is 0.830. (7) The reactants are COC1C=CC(P2(SP(C3C=CC(OC)=CC=3)(=S)S2)=[S:10])=CC=1.[C:23]([C:27]1[CH:51]=[CH:50][C:30]([CH2:31][N:32]2[CH2:36][CH2:35][N:34]([CH2:37][C:38]3[CH:43]=[CH:42][C:41]([NH:44][S:45]([CH3:48])(=[O:47])=[O:46])=[CH:40][CH:39]=3)[C:33]2=O)=[CH:29][CH:28]=1)([CH3:26])([CH3:25])[CH3:24].C1(C)C=CC=CC=1. The catalyst is O. The product is [C:23]([C:27]1[CH:51]=[CH:50][C:30]([CH2:31][N:32]2[CH2:36][CH2:35][N:34]([CH2:37][C:38]3[CH:43]=[CH:42][C:41]([NH:44][S:45]([CH3:48])(=[O:47])=[O:46])=[CH:40][CH:39]=3)[C:33]2=[S:10])=[CH:29][CH:28]=1)([CH3:26])([CH3:25])[CH3:24]. The yield is 0.520. (8) The reactants are I[C:2]1[NH:6][C:5]([C:7]#[N:8])=[N:4][CH:3]=1.[CH3:9][C:10]1[CH:19]=[CH:18][C:13]([C:14]([O:16][CH3:17])=[O:15])=[CH:12][C:11]=1B1OC(C)(C)C(C)(C)O1.[O-]P([O-])([O-])=O.[K+].[K+].[K+].CC(C1C=C(C(C)C)C(C2C=CC=CC=2P(C2CCCCC2)C2CCCCC2)=C(C(C)C)C=1)C. The catalyst is C1C=CC([P]([Pd]([P](C2C=CC=CC=2)(C2C=CC=CC=2)C2C=CC=CC=2)([P](C2C=CC=CC=2)(C2C=CC=CC=2)C2C=CC=CC=2)[P](C2C=CC=CC=2)(C2C=CC=CC=2)C2C=CC=CC=2)(C2C=CC=CC=2)C2C=CC=CC=2)=CC=1.O.COCCOC. The product is [C:7]([C:5]1[NH:6][C:2]([C:11]2[CH:12]=[C:13]([CH:18]=[CH:19][C:10]=2[CH3:9])[C:14]([O:16][CH3:17])=[O:15])=[CH:3][N:4]=1)#[N:8]. The yield is 0.210. (9) No catalyst specified. The product is [ClH:38].[N:20]1([CH2:19][CH2:18][N:16]2[CH2:17][C:11]3[CH:10]=[C:9](/[CH:8]=[CH:7]/[C:6]([OH:29])=[O:5])[CH:28]=[N:27][C:12]=3[NH:13][C:14](=[O:26])[CH2:15]2)[CH2:25][CH2:24][O:23][CH2:22][CH2:21]1. The reactants are C([O:5][C:6](=[O:29])/[CH:7]=[CH:8]/[C:9]1[CH:28]=[N:27][C:12]2[NH:13][C:14](=[O:26])[CH2:15][N:16]([CH2:18][CH2:19][N:20]3[CH2:25][CH2:24][O:23][CH2:22][CH2:21]3)[CH2:17][C:11]=2[CH:10]=1)(C)(C)C.C(O)(C(F)(F)F)=O.C(Cl)[Cl:38]. The yield is 0.960.